Predict the reaction yield, written as a fraction of the theoretical maximum amount of product (1.0 means a 100% yield; for example, 0.34 means a 34% yield). From a dataset of Reaction yield outcomes from USPTO patents with 853,638 reactions. (1) The reactants are [OH:1][C:2]1[C:7](=[O:8])[N:6]2[CH2:9][C:10](=[O:13])[N:11]([CH3:12])[C:5]2=[N:4][C:3]=1[C:14]([O:16]CC)=O.[CH3:19][C:20]1[CH:21]=[C:22]([CH:25]=[CH:26][C:27]=1[CH3:28])[CH2:23][NH2:24]. No catalyst specified. The product is [CH3:19][C:20]1[CH:21]=[C:22]([CH:25]=[CH:26][C:27]=1[CH3:28])[CH2:23][NH:24][C:14]([C:3]1[N:4]=[C:5]2[N:11]([CH3:12])[C:10](=[O:13])[CH2:9][N:6]2[C:7](=[O:8])[C:2]=1[OH:1])=[O:16]. The yield is 0.580. (2) The reactants are Cl.[CH3:2][O:3][C:4](=[O:14])[C@H:5]([CH2:7][C:8]1[CH:13]=[CH:12][CH:11]=[CH:10][CH:9]=1)[NH2:6].Cl.CN1CCOCC1.[N:23]1[CH:28]=[CH:27][N:26]=[CH:25][C:24]=1[C:29]([NH:31][C@H:32]([C:40](O)=[O:41])[CH2:33][C:34]1[CH:39]=[CH:38][CH:37]=[CH:36][CH:35]=1)=[O:30].C1(N=C=NC2CCCCC2)CCCCC1.C1C=CC2N(O)N=NC=2C=1. The catalyst is C1COCC1. The product is [CH3:2][O:3][C:4](=[O:14])[C@H:5]([CH2:7][C:8]1[CH:13]=[CH:12][CH:11]=[CH:10][CH:9]=1)[NH:6][C:40](=[O:41])[C@H:32]([CH2:33][C:34]1[CH:39]=[CH:38][CH:37]=[CH:36][CH:35]=1)[NH:31][C:29]([C:24]1[CH:25]=[N:26][CH:27]=[CH:28][N:23]=1)=[O:30]. The yield is 0.956. (3) The reactants are [CH3:1][O:2][CH2:3][O:4][C:5]1[CH:6]=[C:7]([CH:20]=[CH:21][CH:22]=1)[C:8]([NH:10][C:11]([CH3:19])([C:13]1[CH:18]=[CH:17][CH:16]=[CH:15][CH:14]=1)[CH3:12])=[O:9].CN(CCN(C)C)C.C([Li])(CC)C.CCCCCC.CN([CH:45]=[O:46])C. The catalyst is C1COCC1. The product is [CH3:1][O:2][CH2:3][O:4][C:5]1[CH:22]=[CH:21][CH:20]=[C:7]2[C:6]=1[CH:45]([OH:46])[N:10]([C:11]([CH3:19])([C:13]1[CH:14]=[CH:15][CH:16]=[CH:17][CH:18]=1)[CH3:12])[C:8]2=[O:9]. The yield is 0.960.